This data is from Catalyst prediction with 721,799 reactions and 888 catalyst types from USPTO. The task is: Predict which catalyst facilitates the given reaction. (1) Reactant: [F:1][C:2]([F:17])([F:16])[C:3]1[CH:8]=[CH:7][C:6]([C:9]2[CH:14]=[CH:13][C:12]([OH:15])=[CH:11][CH:10]=2)=[CH:5][CH:4]=1.[CH3:18][O:19][C:20](=[O:41])[CH2:21][CH2:22][NH:23][C:24](=[O:40])[C:25]1[CH:30]=[CH:29][C:28]([CH:31]([CH2:38]O)[CH2:32][CH2:33][CH2:34][CH2:35][CH2:36][CH3:37])=[CH:27][CH:26]=1.C(P(CCCC)CCCC)CCC.N(C(N1CCCCC1)=O)=NC(N1CCCCC1)=O. Product: [CH3:18][O:19][C:20](=[O:41])[CH2:21][CH2:22][NH:23][C:24](=[O:40])[C:25]1[CH:26]=[CH:27][C:28]([CH:31]([CH2:38][O:15][C:12]2[CH:13]=[CH:14][C:9]([C:6]3[CH:7]=[CH:8][C:3]([C:2]([F:16])([F:17])[F:1])=[CH:4][CH:5]=3)=[CH:10][CH:11]=2)[CH2:32][CH2:33][CH2:34][CH2:35][CH2:36][CH3:37])=[CH:29][CH:30]=1. The catalyst class is: 11. (2) Reactant: Cl.[F:2][C:3]([F:29])([F:28])[C:4]1[CH:5]=[C:6]([CH:21]=[C:22]([C:24]([F:27])([F:26])[F:25])[CH:23]=1)[CH2:7][O:8][C@H:9]1[CH2:14][CH2:13][NH:12][CH2:11][C@H:10]1[C:15]1[CH:20]=[CH:19][CH:18]=[CH:17][CH:16]=1.C(N(C(C)C)CC)(C)C.[Cl:39][CH2:40][C:41](Cl)=[O:42].[I-].[Na+].[C:46]([N:49]1[CH2:54][CH2:53][NH:52][CH2:51][CH2:50]1)(=[O:48])[CH3:47]. Product: [ClH:39].[C:46]([N:49]1[CH2:54][CH2:53][N:52]([CH2:40][C:41]([N:12]2[CH2:13][CH2:14][C@H:9]([O:8][CH2:7][C:6]3[CH:21]=[C:22]([C:24]([F:27])([F:25])[F:26])[CH:23]=[C:4]([C:3]([F:2])([F:28])[F:29])[CH:5]=3)[C@H:10]([C:15]3[CH:16]=[CH:17][CH:18]=[CH:19][CH:20]=3)[CH2:11]2)=[O:42])[CH2:51][CH2:50]1)(=[O:48])[CH3:47]. The catalyst class is: 18.